Dataset: Forward reaction prediction with 1.9M reactions from USPTO patents (1976-2016). Task: Predict the product of the given reaction. (1) Given the reactants C(OC(=O)[NH:7][C:8]1[CH:13]=[CH:12][C:11]([N:14]2[CH:18]=[CH:17][CH:16]=[CH:15]2)=[CH:10][C:9]=1[NH2:19])(C)(C)C.C(O[C:26](=[O:43])[CH2:27][C:28]([C:30]1[CH:35]=[CH:34][CH:33]=[C:32]([C:36]2[CH:41]=[C:40]([CH3:42])[N:39]=[CH:38][N:37]=2)[CH:31]=1)=O)(C)(C)C, predict the reaction product. The product is: [CH3:42][C:40]1[N:39]=[CH:38][N:37]=[C:36]([C:32]2[CH:31]=[C:30]([C:28]3[CH2:27][C:26](=[O:43])[NH:19][C:9]4[CH:10]=[C:11]([N:14]5[CH:18]=[CH:17][CH:16]=[CH:15]5)[CH:12]=[CH:13][C:8]=4[N:7]=3)[CH:35]=[CH:34][CH:33]=2)[CH:41]=1. (2) Given the reactants [CH3:1][C:2]1[CH:3]=[CH:4][C:5]([N+:9]([O-:11])=[O:10])=[C:6]([OH:8])[CH:7]=1.Br[CH2:13][C:14]([O:16][CH2:17][CH3:18])=[O:15].C(=O)([O-])[O-].[K+].[K+], predict the reaction product. The product is: [CH3:1][C:2]1[CH:3]=[CH:4][C:5]([N+:9]([O-:11])=[O:10])=[C:6]([CH:7]=1)[O:8][CH2:13][C:14]([O:16][CH2:17][CH3:18])=[O:15]. (3) Given the reactants [C:1]12([C:11]3[CH:21]=[CH:20][C:14]([O:15][CH2:16][C:17](O)=[O:18])=[CH:13][CH:12]=3)[CH2:10][CH:5]3[CH2:6][CH:7]([CH2:9][CH:3]([CH2:4]3)[CH2:2]1)[CH2:8]2.[N:22]1([C:28]([O:30][C:31]([CH3:34])([CH3:33])[CH3:32])=[O:29])[CH2:27][CH2:26][NH:25][CH2:24][CH2:23]1, predict the reaction product. The product is: [C:1]12([C:11]3[CH:21]=[CH:20][C:14]([O:15][CH2:16][C:17]([N:25]4[CH2:26][CH2:27][N:22]([C:28]([O:30][C:31]([CH3:34])([CH3:33])[CH3:32])=[O:29])[CH2:23][CH2:24]4)=[O:18])=[CH:13][CH:12]=3)[CH2:2][CH:3]3[CH2:9][CH:7]([CH2:6][CH:5]([CH2:4]3)[CH2:10]1)[CH2:8]2. (4) Given the reactants Br[CH2:2][CH2:3][C:4]([NH:6][C:7]1[S:8][C:9]([C:13]2[CH:18]=[CH:17][N:16]=[C:15]([NH:19][C:20]3[CH:25]=[CH:24][C:23]([O:26][CH3:27])=[CH:22][CH:21]=3)[N:14]=2)=[C:10]([CH3:12])[N:11]=1)=[O:5].[CH3:28][N:29]1[CH2:34][CH2:33][NH:32][CH2:31][CH2:30]1, predict the reaction product. The product is: [CH3:27][O:26][C:23]1[CH:24]=[CH:25][C:20]([NH:19][C:15]2[N:14]=[C:13]([C:9]3[S:8][C:7]([NH:6][C:4](=[O:5])[CH2:3][CH2:2][N:32]4[CH2:33][CH2:34][N:29]([CH3:28])[CH2:30][CH2:31]4)=[N:11][C:10]=3[CH3:12])[CH:18]=[CH:17][N:16]=2)=[CH:21][CH:22]=1.